From a dataset of Catalyst prediction with 721,799 reactions and 888 catalyst types from USPTO. Predict which catalyst facilitates the given reaction. (1) Reactant: [C:1]([O:5][C:6]([N:8]1[C:16]2[C:11](=[CH:12][CH:13]=[CH:14][CH:15]=2)[C:10]([CH2:17][C:18]#[N:19])=[CH:9]1)=[O:7])([CH3:4])([CH3:3])[CH3:2].[CH3:20][Si]([N-][Si](C)(C)C)(C)C.[Na+].IC.O. Product: [C:1]([O:5][C:6]([N:8]1[C:16]2[C:11](=[CH:12][CH:13]=[CH:14][CH:15]=2)[C:10]([CH:17]([C:18]#[N:19])[CH3:20])=[CH:9]1)=[O:7])([CH3:4])([CH3:3])[CH3:2]. The catalyst class is: 49. (2) Reactant: C([N:8]([CH2:33][C@H:34]([OH:56])[CH2:35][O:36][C:37]1[CH:42]=[CH:41][C:40]([O:43]CC2C=CC=CC=2)=[C:39]([NH:51][S:52]([CH3:55])(=[O:54])=[O:53])[CH:38]=1)[C@H:9]1[CH2:14][CH2:13][C@H:12]([C:15]2[CH:32]=[CH:31][C:18]([C:19]([NH:21][C@@H:22]([CH:28]([CH3:30])[CH3:29])[C:23]([O:25][CH2:26][CH3:27])=[O:24])=[O:20])=[CH:17][CH:16]=2)[CH2:11][CH2:10]1)C1C=CC=CC=1. Product: [OH:56][C@H:34]([CH2:35][O:36][C:37]1[CH:42]=[CH:41][C:40]([OH:43])=[C:39]([NH:51][S:52]([CH3:55])(=[O:54])=[O:53])[CH:38]=1)[CH2:33][NH:8][C@H:9]1[CH2:10][CH2:11][C@H:12]([C:15]2[CH:32]=[CH:31][C:18]([C:19]([NH:21][C@H:22]([C:23]([O:25][CH2:26][CH3:27])=[O:24])[CH:28]([CH3:30])[CH3:29])=[O:20])=[CH:17][CH:16]=2)[CH2:13][CH2:14]1. The catalyst class is: 29. (3) Reactant: [OH:1][CH2:2][CH:3]1[NH:7][C:6](=[O:8])[NH:5][C:4]1=[O:9].[C:10]([OH:17])(=[O:16])/[CH:11]=[CH:12]/[C:13]([OH:15])=O.[CH3:18][CH2:19][N:20]=C=NCCCN(C)C.CN(C([O:36]N1N=NC2C=CC=CC1=2)=[N+](C)C)C.F[P-](F)(F)(F)(F)F.C(N(CC)CC)C.C[N:61]([CH:63]=[O:64])[CH3:62]. Product: [O:8]=[C:6]1[NH:7][CH:3]([CH2:2][O:1][C:13](=[O:15])/[CH:12]=[CH:11]/[C:10]([O:17][CH2:18][CH:19]2[C:63](=[O:64])[NH:61][C:62](=[O:36])[NH:20]2)=[O:16])[C:4](=[O:9])[NH:5]1. The catalyst class is: 4. (4) Product: [Cl:25][C:22]1[CH:21]=[CH:20][C:19]([NH:18][C:16]2[O:17][C:13]3[CH:12]=[CH:11][C:10]([OH:9])=[CH:26][C:14]=3[N:15]=2)=[CH:24][CH:23]=1. The catalyst class is: 92. Reactant: C([O:9][C:10]1[CH:11]=[CH:12][C:13]2[O:17][C:16]([NH:18][C:19]3[CH:24]=[CH:23][C:22]([Cl:25])=[CH:21][CH:20]=3)=[N:15][C:14]=2[CH:26]=1)(=O)C1C=CC=CC=1.C([O-])([O-])=O.[K+].[K+].O. (5) Reactant: [Br:1][C:2]1[C:3]([CH3:18])=[C:4]([NH:8][C:9](=[O:17])[CH2:10][C:11]2[CH:16]=[CH:15][CH:14]=[CH:13][N:12]=2)[CH:5]=[CH:6][CH:7]=1.[B-](F)(F)(F)[F:20].[B-](F)(F)(F)F.C1[N+]2(CCl)CC[N+](F)(CC2)C1. Product: [Br:1][C:2]1[C:3]([CH3:18])=[C:4]([NH:8][C:9](=[O:17])[CH:10]([F:20])[C:11]2[CH:16]=[CH:15][CH:14]=[CH:13][N:12]=2)[CH:5]=[CH:6][CH:7]=1. The catalyst class is: 26. (6) Reactant: [Cl:1][C:2]1[CH:7]=[CH:6][C:5]([NH:8][C:9](=[O:17])[C:10]2[CH:15]=[CH:14][CH:13]=[C:12]([OH:16])[CH:11]=2)=[CH:4][C:3]=1[C:18]([F:21])([F:20])[F:19].C(=O)([O-])[O-].[K+].[K+].[CH2:28]([O:30][C:31]([C:33]1[C:34]2[S:42][CH:41]=[C:40]([CH2:43]Br)[C:35]=2[C:36]([Cl:39])=[N:37][CH:38]=1)=[O:32])[CH3:29]. Product: [CH2:28]([O:30][C:31]([C:33]1[C:34]2[S:42][CH:41]=[C:40]([CH2:43][O:16][C:12]3[CH:13]=[CH:14][CH:15]=[C:10]([C:9](=[O:17])[NH:8][C:5]4[CH:6]=[CH:7][C:2]([Cl:1])=[C:3]([C:18]([F:19])([F:20])[F:21])[CH:4]=4)[CH:11]=3)[C:35]=2[C:36]([Cl:39])=[N:37][CH:38]=1)=[O:32])[CH3:29]. The catalyst class is: 9. (7) Reactant: FC(F)(F)C(O)=O.C(OC(=O)[NH:14][C:15]1[CH:16]=[N:17][C:18]2[C:23]([C:24]=1[O:25][CH2:26][C:27]1[CH:32]=[CH:31][CH:30]=[CH:29][CH:28]=1)=[N:22][C:21]([O:33][CH3:34])=[CH:20][CH:19]=2)(C)(C)C. Product: [CH2:26]([O:25][C:24]1[C:23]2[C:18](=[CH:19][CH:20]=[C:21]([O:33][CH3:34])[N:22]=2)[N:17]=[CH:16][C:15]=1[NH2:14])[C:27]1[CH:32]=[CH:31][CH:30]=[CH:29][CH:28]=1. The catalyst class is: 4. (8) Reactant: [Cl:1][C:2]1[CH:18]=[C:17]([CH:19]([OH:21])[CH3:20])[C:5]([O:6][CH2:7][CH2:8][NH:9][C:10](=[O:16])[O:11][C:12]([CH3:15])([CH3:14])[CH3:13])=[C:4]([CH:22]=C)[C:3]=1[C:24]#[N:25].[O:26]=[O+][O-].CSC. Product: [Cl:1][C:2]1[CH:18]=[C:17]([CH:19]([OH:21])[CH3:20])[C:5]([O:6][CH2:7][CH2:8][NH:9][C:10](=[O:16])[O:11][C:12]([CH3:14])([CH3:15])[CH3:13])=[C:4]([CH:22]=[O:26])[C:3]=1[C:24]#[N:25]. The catalyst class is: 2. (9) Reactant: [CH3:1][O:2][C:3]([C:5]1[CH:10]=[CH:9][N:8]=[C:7]([NH2:11])[CH:6]=1)=[O:4].C(=O)([O-])O.[Na+].Cl[CH2:18][CH:19]=O. Product: [CH3:1][O:2][C:3]([C:5]1[CH:10]=[CH:9][N:8]2[CH:18]=[CH:19][N:11]=[C:7]2[CH:6]=1)=[O:4]. The catalyst class is: 24.